Dataset: HIV replication inhibition screening data with 41,000+ compounds from the AIDS Antiviral Screen. Task: Binary Classification. Given a drug SMILES string, predict its activity (active/inactive) in a high-throughput screening assay against a specified biological target. (1) The compound is CCOC(=O)C(C)c1nc2ccc(C(F)(F)F)cc2nc1O. The result is 0 (inactive). (2) The molecule is COc1ccc(NC(=O)CC(=O)NN=Cc2ccc(N(CCC#N)S(=O)(=O)c3ccccc3)cc2)cc1. The result is 0 (inactive). (3) The molecule is COC1CC(OC)C(O)C(CO)O1. The result is 0 (inactive). (4) The molecule is Cc1c(-c2nnc(-c3ccccc3)o2)c(=O)n(-c2ccccc2)n1C. The result is 0 (inactive). (5) The compound is Cc1ccc(S(=O)(=O)NN=C2C(C)(C)CC2(C)C)cc1. The result is 0 (inactive). (6) The molecule is Cl.O=[N+]([O-])c1cccc2nc3ccccc3c(NCCC[N+]3([O-])CCCCC3)c12. The result is 0 (inactive). (7) The drug is CCN(CC)CCn1c2ccccc2c(=O)c2c(OC)ccc(OC)c21. The result is 0 (inactive). (8) The drug is CCOC(C)OC1CC(n2cc(C)c(=O)[nH]c2=O)OC1CO. The result is 1 (active). (9) The drug is C=Cc1ccccc1.N=C(N)NC(=N)N. The result is 0 (inactive).